Predict the reactants needed to synthesize the given product. From a dataset of Full USPTO retrosynthesis dataset with 1.9M reactions from patents (1976-2016). (1) The reactants are: [C:1]([C:3]1([NH:9][S:10]([CH2:13][C:14]2[CH:19]=[CH:18][C:17]([S:20]([CH3:23])(=[O:22])=[O:21])=[CH:16][CH:15]=2)(=[O:12])=[O:11])[CH2:8][CH2:7][CH2:6][CH2:5][CH2:4]1)#[CH:2].O.S(=O)(=O)(O)[OH:26]. Given the product [C:1]([C:3]1([NH:9][S:10]([CH2:13][C:14]2[CH:19]=[CH:18][C:17]([S:20]([CH3:23])(=[O:22])=[O:21])=[CH:16][CH:15]=2)(=[O:11])=[O:12])[CH2:8][CH2:7][CH2:6][CH2:5][CH2:4]1)(=[O:26])[CH3:2], predict the reactants needed to synthesize it. (2) Given the product [CH3:17][C:18]1[CH:26]=[CH:25][C:21]([C:22]([NH:8][N:9]2[CH:13]=[CH:12][CH:11]=[C:10]2[C:14]([NH2:16])=[O:15])=[O:23])=[CH:20][CH:19]=1, predict the reactants needed to synthesize it. The reactants are: C(N(CC)CC)C.[NH2:8][N:9]1[CH:13]=[CH:12][CH:11]=[C:10]1[C:14]([NH2:16])=[O:15].[CH3:17][C:18]1[CH:26]=[CH:25][C:21]([C:22](Cl)=[O:23])=[CH:20][CH:19]=1. (3) Given the product [CH2:1]([N:8]1[CH2:12][CH2:11][CH:10]([CH:13]2[CH2:18][CH2:17][CH2:16][CH2:15][CH2:14]2)[C:9]1=[O:19])[C:2]1[CH:7]=[CH:6][CH:5]=[CH:4][CH:3]=1, predict the reactants needed to synthesize it. The reactants are: [CH2:1]([N:8]1[CH2:12][CH2:11][CH:10]([C:13]2[CH2:18][CH2:17][CH2:16][CH2:15][CH:14]=2)[C:9]1=[O:19])[C:2]1[CH:7]=[CH:6][CH:5]=[CH:4][CH:3]=1. (4) Given the product [CH2:26]([NH:30][C:2]1[CH:7]=[CH:6][C:5]([C:8]2[O:9][C:10]3[CH:16]=[CH:15][CH:14]=[CH:13][C:11]=3[N:12]=2)=[CH:4][C:3]=1[N+:17]([O-:19])=[O:18])[CH2:27][CH2:28][CH3:29], predict the reactants needed to synthesize it. The reactants are: F[C:2]1[CH:7]=[CH:6][C:5]([C:8]2[O:9][C:10]3[CH:16]=[CH:15][CH:14]=[CH:13][C:11]=3[N:12]=2)=[CH:4][C:3]=1[N+:17]([O-:19])=[O:18].C(=O)([O-])[O-].[K+].[K+].[CH2:26]([NH2:30])[CH2:27][CH2:28][CH3:29].O. (5) Given the product [C:39]([O:38][C:36](=[O:37])[NH:43][CH2:44][CH2:45][C:46]([NH:1][C:2]1[CH:7]=[CH:6][CH:5]=[C:4]([C:8]2[CH:13]=[C:12]([C:14]3[CH:19]=[CH:18][C:17]([Cl:20])=[CH:16][C:15]=3[O:21][CH2:22][O:23][CH3:24])[N:11]=[C:10]([NH:25][C:26](=[O:33])[C:27]3[CH:28]=[CH:29][CH:30]=[CH:31][CH:32]=3)[C:9]=2[C:34]#[N:35])[CH:3]=1)=[O:47])([CH3:42])([CH3:40])[CH3:41], predict the reactants needed to synthesize it. The reactants are: [NH2:1][C:2]1[CH:3]=[C:4]([C:8]2[CH:13]=[C:12]([C:14]3[CH:19]=[CH:18][C:17]([Cl:20])=[CH:16][C:15]=3[O:21][CH2:22][O:23][CH3:24])[N:11]=[C:10]([NH:25][C:26](=[O:33])[C:27]3[CH:32]=[CH:31][CH:30]=[CH:29][CH:28]=3)[C:9]=2[C:34]#[N:35])[CH:5]=[CH:6][CH:7]=1.[C:36]([NH:43][CH2:44][CH2:45][C:46](O)=[O:47])([O:38][C:39]([CH3:42])([CH3:41])[CH3:40])=[O:37].C1C=CC2N(O)N=NC=2C=1.